Dataset: Peptide-MHC class I binding affinity with 185,985 pairs from IEDB/IMGT. Task: Regression. Given a peptide amino acid sequence and an MHC pseudo amino acid sequence, predict their binding affinity value. This is MHC class I binding data. (1) The peptide sequence is KRQQELLRLTV. The MHC is Mamu-B03 with pseudo-sequence Mamu-B03. The binding affinity (normalized) is 0.863. (2) The peptide sequence is STGNYNYKY. The MHC is HLA-A24:02 with pseudo-sequence HLA-A24:02. The binding affinity (normalized) is 0. (3) The peptide sequence is ELLEMKYALI. The MHC is HLA-A02:06 with pseudo-sequence HLA-A02:06. The binding affinity (normalized) is 0.0695. (4) The peptide sequence is MTAGIFLFF. The MHC is HLA-A26:01 with pseudo-sequence HLA-A26:01. The binding affinity (normalized) is 0.954. (5) The peptide sequence is IYLNEVNTF. The MHC is HLA-A24:02 with pseudo-sequence HLA-A24:02. The binding affinity (normalized) is 1.00.